From a dataset of Catalyst prediction with 721,799 reactions and 888 catalyst types from USPTO. Predict which catalyst facilitates the given reaction. Reactant: [Cl:1][C:2]1[CH:3]=[C:4]([C@H:8]2[CH2:13][C@@H:12]([CH3:14])[S:11][N:10]([CH:15]([CH3:17])[CH3:16])[C@@H:9]2[C:18]2[CH:23]=[CH:22][C:21]([Cl:24])=[CH:20][CH:19]=2)[CH:5]=[CH:6][CH:7]=1.[CH2:25](I)[CH:26]=C.[CH3:29][Si]([N-][Si](C)(C)C)(C)C.[Li+]. Product: [Cl:1][C:2]1[CH:3]=[C:4]([C@H:8]2[CH2:13][C@@:12]([CH3:29])([CH2:14][CH:25]=[CH2:26])[S:11][N:10]([CH:15]([CH3:17])[CH3:16])[C@@H:9]2[C:18]2[CH:19]=[CH:20][C:21]([Cl:24])=[CH:22][CH:23]=2)[CH:5]=[CH:6][CH:7]=1. The catalyst class is: 1.